Dataset: Forward reaction prediction with 1.9M reactions from USPTO patents (1976-2016). Task: Predict the product of the given reaction. (1) Given the reactants [Cl:1][C:2]1[CH:3]=[C:4]([NH:9][C:10]([C:12]2[C:20]3[N:19]=[C:18]([N:21]([CH3:23])[CH3:22])[NH:17][C:16]=3[CH:15]=[C:14]([NH:24][C:25]([C:27]3[CH:32]=[C:31]([Cl:33])[CH:30]=[CH:29][C:28]=3[Cl:34])=[O:26])[CH:13]=2)=[O:11])[CH:5]=[CH:6][C:7]=1[CH3:8].[CH3:35][S:36]([OH:39])(=[O:38])=[O:37], predict the reaction product. The product is: [CH3:35][S:36]([OH:39])(=[O:38])=[O:37].[Cl:1][C:2]1[CH:3]=[C:4]([NH:9][C:10]([C:12]2[C:20]3[N:19]=[C:18]([N:21]([CH3:22])[CH3:23])[NH:17][C:16]=3[CH:15]=[C:14]([NH:24][C:25]([C:27]3[CH:32]=[C:31]([Cl:33])[CH:30]=[CH:29][C:28]=3[Cl:34])=[O:26])[CH:13]=2)=[O:11])[CH:5]=[CH:6][C:7]=1[CH3:8]. (2) Given the reactants [CH3:1][C:2](=[CH:8][CH:9]([CH3:20])[CH2:10][C:11]1[CH:16]=[CH:15][C:14]([N:17]([CH3:19])[CH3:18])=[CH:13][CH:12]=1)[CH:3]=[CH:4][C:5](O)=[O:6].O.[OH:22][N:23]1C2C=CC=CC=2N=N1.Cl.CN(C)CCCN=C=NCC.Cl.NO.CCN(CC)CC, predict the reaction product. The product is: [OH:22][NH:23][C:5](=[O:6])[CH:4]=[CH:3][C:2]([CH3:1])=[CH:8][CH:9]([CH3:20])[CH2:10][C:11]1[CH:16]=[CH:15][C:14]([N:17]([CH3:19])[CH3:18])=[CH:13][CH:12]=1. (3) Given the reactants [NH:1]1[CH2:9][CH2:8][CH:4]([C:5]([NH2:7])=[O:6])[CH2:3][CH2:2]1.[F:10][C:11]([F:17])([F:16])[CH2:12][CH2:13][CH2:14]I.C(=O)([O-])[O-].[K+].[K+], predict the reaction product. The product is: [F:10][C:11]([F:17])([F:16])[CH2:12][CH2:13][CH2:14][N:1]1[CH2:9][CH2:8][CH:4]([C:5]([NH2:7])=[O:6])[CH2:3][CH2:2]1.